From a dataset of Forward reaction prediction with 1.9M reactions from USPTO patents (1976-2016). Predict the product of the given reaction. (1) Given the reactants C([O:5][C:6]([N:8]1[CH2:13][CH2:12][CH:11]([C:14](=[O:26])[CH2:15][CH2:16][CH2:17][C:18]2[CH:23]=[CH:22][C:21]([S:24][CH3:25])=[CH:20][CH:19]=2)[CH2:10][CH2:9]1)=[O:7])(C)(C)C.[BH4-].[Na+], predict the reaction product. The product is: [OH:26][CH:14]([CH:11]1[CH2:12][CH2:13][N:8]([C:6]([OH:7])=[O:5])[CH2:9][CH2:10]1)[CH2:15][CH2:16][CH2:17][C:18]1[CH:19]=[CH:20][C:21]([S:24][CH3:25])=[CH:22][CH:23]=1. (2) Given the reactants [CH3:1][N:2]1[CH2:7][CH2:6][CH:5]([CH:8]=O)[CH2:4][CH2:3]1.[C:10]([CH2:12][C:13]([O:15]C)=O)#[N:11].[NH2:17][C:18]([NH2:20])=[S:19].N1CCCCC1, predict the reaction product. The product is: [SH:19][C:18]1[NH:20][C:13](=[O:15])[C:12]([C:10]#[N:11])=[C:8]([CH:5]2[CH2:4][CH2:3][N:2]([CH3:1])[CH2:7][CH2:6]2)[N:17]=1. (3) Given the reactants Cl.N[C:3]1[CH:8]=[CH:7][C:6]2[C:9]3[S:10][C:11]4[CH:18]=[C:17]([CH2:19][CH3:20])[CH:16]=[CH:15][C:12]=4[C:13]=3[S:14][C:5]=2[CH:4]=1.N([O-])=O.[Na+].[I-:25].[K+], predict the reaction product. The product is: [I:25][C:3]1[CH:8]=[CH:7][C:6]2[C:9]3[S:10][C:11]4[CH:18]=[C:17]([CH2:19][CH3:20])[CH:16]=[CH:15][C:12]=4[C:13]=3[S:14][C:5]=2[CH:4]=1. (4) The product is: [O:21]=[S:22]1(=[O:39])[CH2:26][CH2:25][CH:24]([CH2:27][O:20][C:15]2[CH:16]=[CH:17][CH:18]=[C:19]3[C:14]=2[CH:13]=[CH:12][N:11]3[C:9]2[CH:8]=[CH:7][N:6]=[C:5]([S:4][CH2:1][CH2:2][CH3:3])[N:10]=2)[CH2:23]1. Given the reactants [CH2:1]([S:4][C:5]1[N:10]=[C:9]([N:11]2[C:19]3[CH:18]=[CH:17][CH:16]=[C:15]([OH:20])[C:14]=3[CH:13]=[CH:12]2)[CH:8]=[CH:7][N:6]=1)[CH2:2][CH3:3].[O:21]=[S:22]1(=[O:39])[CH2:26][CH2:25][CH:24]([CH2:27]OS(C2C=CC(C)=CC=2)(=O)=O)[CH2:23]1.C(=O)([O-])[O-].[Cs+].[Cs+], predict the reaction product. (5) The product is: [C:1]([O:4][C@@H:5]1[C@H:9]([O:10][C:11](=[O:13])[CH3:12])[C@@H:8]([CH2:14][O:15][C:16](=[O:18])[CH3:17])[O:7][C@H:6]1[N:19]1[C:29]2[N:28]=[C:26]([NH:27][CH2:40][S:39][C:36]3[CH:37]=[CH:38][C:33]([CH3:32])=[CH:34][CH:35]=3)[NH:25][C:23](=[O:24])[C:22]=2[N:21]=[CH:20]1)(=[O:3])[CH3:2]. Given the reactants [C:1]([O:4][C@@H:5]1[C@H:9]([O:10][C:11](=[O:13])[CH3:12])[C@@H:8]([CH2:14][O:15][C:16](=[O:18])[CH3:17])[O:7][C@H:6]1[N:19]1[C:29]2[N:28]=[C:26]([NH2:27])[NH:25][C:23](=[O:24])[C:22]=2[N:21]=[CH:20]1)(=[O:3])[CH3:2].C=O.[CH3:32][C:33]1[CH:38]=[CH:37][C:36]([SH:39])=[CH:35][CH:34]=1.[C:40](O)(=O)C, predict the reaction product. (6) Given the reactants Cl[CH2:2][C:3]1[C:4]([C:19]([NH:21][C@H:22]2[CH2:27][CH2:26][CH2:25][C@@H:24]([OH:28])[CH2:23]2)=[O:20])=[N:5][O:6][C:7]=1[C:8]1[CH:13]=[CH:12][C:11]([C:14]([F:17])([F:16])[F:15])=[C:10]([F:18])[CH:9]=1.CCN(C(C)C)C(C)C.[F:38][C:39]([F:44])([F:43])[C@@H:40]([NH2:42])[CH3:41], predict the reaction product. The product is: [F:18][C:10]1[CH:9]=[C:8]([C:7]2[O:6][N:5]=[C:4]([C:19]([NH:21][C@H:22]3[CH2:27][CH2:26][CH2:25][C@@H:24]([OH:28])[CH2:23]3)=[O:20])[C:3]=2[CH2:2][NH:42][C@@H:40]([CH3:41])[C:39]([F:44])([F:43])[F:38])[CH:13]=[CH:12][C:11]=1[C:14]([F:17])([F:16])[F:15]. (7) Given the reactants C[O:2][C:3](=O)[C:4]1[CH:9]=[C:8]([O:10][CH3:11])[C:7]([O:12][CH3:13])=[CH:6][C:5]=1[NH:14][C:15](=O)[CH3:16].C([O-])(=O)C.[NH4+:23].C(O)(=O)C, predict the reaction product. The product is: [CH3:11][O:10][C:8]1[CH:9]=[C:4]2[C:5](=[CH:6][C:7]=1[O:12][CH3:13])[N:14]=[C:15]([CH3:16])[N:23]=[C:3]2[OH:2]. (8) Given the reactants C([N:8]1[CH2:13][CH:12]=[C:11]([C:14]2[CH:19]=[CH:18][C:17]([C:20]3[C:24]4[C:25]([O:29][CH3:30])=[N:26][CH:27]=[CH:28][C:23]=4[N:22]([C:31]4[C:36]([F:37])=[CH:35][CH:34]=[CH:33][C:32]=4[F:38])[N:21]=3)=[CH:16][CH:15]=2)[CH2:10][CH2:9]1)C1C=CC=CC=1, predict the reaction product. The product is: [F:37][C:36]1[CH:35]=[CH:34][CH:33]=[C:32]([F:38])[C:31]=1[N:22]1[C:23]2[CH:28]=[CH:27][N:26]=[C:25]([O:29][CH3:30])[C:24]=2[C:20]([C:17]2[CH:18]=[CH:19][C:14]([CH:11]3[CH2:12][CH2:13][NH:8][CH2:9][CH2:10]3)=[CH:15][CH:16]=2)=[N:21]1. (9) Given the reactants C(OC(=O)[NH:7][C@@H:8]([C:15](=[O:33])[NH:16][CH2:17][C:18](=[O:32])[N:19]([C:26]1[CH:31]=[CH:30][CH:29]=[CH:28][CH:27]=1)[C:20]1[CH:25]=[CH:24][CH:23]=[CH:22][CH:21]=1)[C:9]1[CH:14]=[CH:13][CH:12]=[CH:11][CH:10]=1)(C)(C)C.C(OC(N[C@H](C1C=CC=CC=1)C(O)=O)=O)(C)(C)C.NCC(N(C1C=CC=CC=1)C1C=CC=CC=1)=O.N1C=CC=CC=1.C1CCC(N=C=NC2CCCCC2)CC1.C1C=CC2N(O)N=NC=2C=1.C(Cl)[Cl:102].C1COCC1, predict the reaction product. The product is: [ClH:102].[NH2:7][CH:8]([C:9]1[CH:14]=[CH:13][CH:12]=[CH:11][CH:10]=1)[C:15]([NH:16][CH2:17][C:18](=[O:32])[N:19]([C:26]1[CH:27]=[CH:28][CH:29]=[CH:30][CH:31]=1)[C:20]1[CH:25]=[CH:24][CH:23]=[CH:22][CH:21]=1)=[O:33]. (10) Given the reactants [CH3:1][O:2][C:3]([C:5]1[CH:9]=[CH:8][NH:7][CH:6]=1)=[O:4].[B:10]1([B:10]2[O:14][C:13]([CH3:16])([CH3:15])[C:12]([CH3:18])([CH3:17])[O:11]2)[O:14][C:13]([CH3:16])([CH3:15])[C:12]([CH3:18])([CH3:17])[O:11]1, predict the reaction product. The product is: [CH3:17][C:12]1([CH3:18])[C:13]([CH3:16])([CH3:15])[O:14][B:10]([C:8]2[NH:7][CH:6]=[C:5]([C:3]([O:2][CH3:1])=[O:4])[CH:9]=2)[O:11]1.